Dataset: TCR-epitope binding with 47,182 pairs between 192 epitopes and 23,139 TCRs. Task: Binary Classification. Given a T-cell receptor sequence (or CDR3 region) and an epitope sequence, predict whether binding occurs between them. (1) The epitope is ISPRTLNAW. The TCR CDR3 sequence is CASSLVSGSSYNSPLHF. Result: 0 (the TCR does not bind to the epitope). (2) The epitope is IVDTVSALV. The TCR CDR3 sequence is CASSLEIGTDITGELFF. Result: 0 (the TCR does not bind to the epitope). (3) The epitope is LPPIVAKEI. The TCR CDR3 sequence is CASSMTSGSEQYF. Result: 0 (the TCR does not bind to the epitope). (4) The epitope is SFHSLHLLF. The TCR CDR3 sequence is CASSPDRVQEQFF. Result: 1 (the TCR binds to the epitope). (5) The epitope is RLRAEAQVK. The TCR CDR3 sequence is CASSPSSWDRPGTGELFF. Result: 1 (the TCR binds to the epitope). (6) The TCR CDR3 sequence is CASSQVASNQETQYF. The epitope is FQPTNGVGY. Result: 0 (the TCR does not bind to the epitope).